Dataset: Forward reaction prediction with 1.9M reactions from USPTO patents (1976-2016). Task: Predict the product of the given reaction. (1) Given the reactants [NH:1]1[CH:5]=[CH:4][N:3]=[CH:2]1.N1CCC[C@@H]1C(O)=O.C(=O)([O-])[O-].[K+].[K+].[CH2:20]([O:27][C:28]1[CH:37]=[C:36](I)[CH:35]=[CH:34][C:29]=1[C:30]([O:32][CH3:33])=[O:31])[C:21]1[CH:26]=[CH:25][CH:24]=[CH:23][CH:22]=1, predict the reaction product. The product is: [CH2:20]([O:27][C:28]1[CH:37]=[C:36]([N:1]2[CH:5]=[CH:4][N:3]=[CH:2]2)[CH:35]=[CH:34][C:29]=1[C:30]([O:32][CH3:33])=[O:31])[C:21]1[CH:22]=[CH:23][CH:24]=[CH:25][CH:26]=1. (2) Given the reactants Cl.[C:2]([C:6]1[CH:7]=[C:8]([CH:13]=[CH:14][CH:15]=1)[C:9](=[NH:12])[O:10][CH3:11])([O:4]C)=[O:3].NC1[CH:22]=[CH:21][C:20]([N:23]2[CH2:27][CH2:26][CH2:25][CH2:24]2)=[CH:19][C:18]=1O, predict the reaction product. The product is: [N:23]1([C:20]2[CH:19]=[CH:18][C:11]3[O:10][C:9]([C:8]4[CH:7]=[C:6]([CH:15]=[CH:14][CH:13]=4)[C:2]([OH:4])=[O:3])=[N:12][C:22]=3[CH:21]=2)[CH2:27][CH2:26][CH2:25][CH2:24]1.